From a dataset of Full USPTO retrosynthesis dataset with 1.9M reactions from patents (1976-2016). Predict the reactants needed to synthesize the given product. (1) Given the product [Cl:15][CH2:9][N:7]1[CH:8]=[C:4]([S:3][C:2]([Cl:12])([Cl:1])[F:11])[CH:5]=[N:6]1, predict the reactants needed to synthesize it. The reactants are: [Cl:1][C:2]([Cl:12])([F:11])[S:3][C:4]1[CH:5]=[N:6][N:7]([CH2:9]O)[CH:8]=1.S(Cl)([Cl:15])=O. (2) Given the product [F:8][C:7]1[C:6]([F:9])=[N:5][CH:4]=[C:3]([C:2]=1[NH:23][C:20]1[CH:21]=[C:22]2[C:17]([CH:16]=[N:15][N:14]2[CH3:13])=[CH:18][CH:19]=1)[C:10]([OH:12])=[O:11], predict the reactants needed to synthesize it. The reactants are: Cl[C:2]1[C:7]([F:8])=[C:6]([F:9])[N:5]=[CH:4][C:3]=1[C:10]([OH:12])=[O:11].[CH3:13][N:14]1[C:22]2[C:17](=[CH:18][CH:19]=[C:20]([NH2:23])[CH:21]=2)[CH:16]=[N:15]1.C[Si]([N-][Si](C)(C)C)(C)C.[Li+].C1COCC1. (3) Given the product [CH2:1]([CH:3]([C:6]1[C:7]2[N:8]([C:13]([C:23]3[O:22][CH:21]=[N:20][C:19]=3[CH3:18])=[C:14]([CH3:16])[N:15]=2)[N:9]=[C:10]([CH3:12])[CH:11]=1)[CH2:4][CH3:5])[CH3:2], predict the reactants needed to synthesize it. The reactants are: [CH2:1]([CH:3]([C:6]1[C:7]2[N:8]([C:13](I)=[C:14]([CH3:16])[N:15]=2)[N:9]=[C:10]([CH3:12])[CH:11]=1)[CH2:4][CH3:5])[CH3:2].[CH3:18][C:19]1[N:20]=[CH:21][O:22][CH:23]=1.C1(P(C2C=CC=CC=2)C2C=CC=CC=2)C=CC=CC=1.C(=O)([O-])[O-].[Cs+].[Cs+].N#N. (4) Given the product [OH:6][C:7]1[CH:12]=[CH:11][C:10]([CH2:13][C:14]([O:16][CH3:22])=[O:15])=[CH:9][C:8]=1[C:17]([F:20])([F:19])[F:18], predict the reactants needed to synthesize it. The reactants are: B(Br)(Br)Br.C[O:6][C:7]1[CH:12]=[CH:11][C:10]([CH2:13][C:14]([OH:16])=[O:15])=[CH:9][C:8]=1[C:17]([F:20])([F:19])[F:18].Cl[CH2:22]Cl. (5) Given the product [CH:13]([CH:16]1[NH:17][CH2:18][CH2:19][N:20]([C:2]2[N:11]=[C:10]([OH:12])[C:9]3[C:4](=[CH:5][CH:6]=[CH:7][CH:8]=3)[N:3]=2)[CH2:21]1)([CH3:15])[CH3:14], predict the reactants needed to synthesize it. The reactants are: Cl[C:2]1[N:11]=[C:10]([OH:12])[C:9]2[C:4](=[CH:5][CH:6]=[CH:7][CH:8]=2)[N:3]=1.[CH:13]([CH:16]1[CH2:21][NH:20][CH2:19][CH2:18][NH:17]1)([CH3:15])[CH3:14]. (6) The reactants are: C(OC([NH:11][CH2:12][CH2:13][CH2:14][C@@H:15]([C:24]([OH:26])=O)[NH:16]C(OC(C)(C)C)=O)=O)C1C=CC=CC=1.[CH:27]1([S:31]([Cl:34])(=[O:33])=[O:32])[CH2:30][CH2:29][CH2:28]1.[NH:35]1[CH2:39][CH2:38][CH2:37][CH2:36]1. Given the product [ClH:34].[NH2:16][C@H:15]([C:24](=[O:26])[N:35]1[CH2:39][CH2:38][CH2:37][CH2:36]1)[CH2:14][CH2:13][CH2:12][NH:11][S:31]([CH:27]1[CH2:30][CH2:29][CH2:28]1)(=[O:33])=[O:32], predict the reactants needed to synthesize it. (7) Given the product [CH2:44]([N:48]1[C:52]([CH2:53][O:41][C:36]2[CH:37]=[CH:38][CH:39]=[CH:40][C:35]=2[CH2:34][C@@H:28]([O:27][C:25]2[C:26]3[C:18]([C:4]4[CH:5]=[CH:6][C:7]([O:8][CH2:9][CH2:10][N:11]5[CH2:12][CH2:13][N:14]([CH3:17])[CH2:15][CH2:16]5)=[C:2]([Cl:1])[C:3]=4[CH3:43])=[C:19]([I:42])[S:20][C:21]=3[N:22]=[CH:23][N:24]=2)[C:29]([O:31][CH2:32][CH3:33])=[O:30])=[CH:51][CH:50]=[N:49]1)[CH2:45][CH2:46][CH3:47], predict the reactants needed to synthesize it. The reactants are: [Cl:1][C:2]1[C:3]([CH3:43])=[C:4]([C:18]2[C:26]3[C:25]([O:27][C@H:28]([CH2:34][C:35]4[CH:40]=[CH:39][CH:38]=[CH:37][C:36]=4[OH:41])[C:29]([O:31][CH2:32][CH3:33])=[O:30])=[N:24][CH:23]=[N:22][C:21]=3[S:20][C:19]=2[I:42])[CH:5]=[CH:6][C:7]=1[O:8][CH2:9][CH2:10][N:11]1[CH2:16][CH2:15][N:14]([CH3:17])[CH2:13][CH2:12]1.[CH2:44]([N:48]1[C:52]([CH2:53]O)=[CH:51][CH:50]=[N:49]1)[CH2:45][CH2:46][CH3:47].C1(P(C2C=CC=CC=2)C2C=CC=CC=2)C=CC=CC=1.N(C(OC(C)(C)C)=O)=NC(OC(C)(C)C)=O. (8) Given the product [CH3:18][O:19][CH2:20][CH2:21][N:22]([CH2:23][C@@H:24]1[CH2:26][C@H:25]1[CH3:27])[C:2]1[CH:3]=[C:4]([CH:8]=[C:9]([N:11]([CH3:16])[S:12]([CH3:15])(=[O:14])=[O:13])[N:10]=1)[C:5]([OH:7])=[O:6], predict the reactants needed to synthesize it. The reactants are: Cl[C:2]1[CH:3]=[C:4]([CH:8]=[C:9]([N:11]([CH3:16])[S:12]([CH3:15])(=[O:14])=[O:13])[N:10]=1)[C:5]([OH:7])=[O:6].Cl.[CH3:18][O:19][CH2:20][CH2:21][NH:22][CH2:23][C@@H:24]1[CH2:26][C@H:25]1[CH3:27].P([O-])([O-])([O-])=O.[K+].[K+].[K+]. (9) Given the product [ClH:1].[CH2:29]([NH:36][CH2:37][CH:38]([C:49]1([OH:55])[CH2:50][CH2:51][CH2:52][CH2:53][CH2:54]1)[C:39]1[CH:48]=[CH:47][C:46]2[C:41](=[CH:42][CH:43]=[CH:44][CH:45]=2)[CH:40]=1)[C:30]1[CH:31]=[CH:32][CH:33]=[CH:34][CH:35]=1, predict the reactants needed to synthesize it. The reactants are: [ClH:1].C(NC1CCCCC1(C(C1C=CC2C(=CC=CC=2)C=1)C)O)C1C=CC=CC=1.[CH2:29]([NH:36][C:37](=O)[CH:38]([C:49]1([OH:55])[CH2:54][CH2:53][CH2:52][CH2:51][CH2:50]1)[C:39]1[CH:48]=[CH:47][C:46]2[C:41](=[CH:42][CH:43]=[CH:44][CH:45]=2)[CH:40]=1)[C:30]1[CH:35]=[CH:34][CH:33]=[CH:32][CH:31]=1.